Dataset: Catalyst prediction with 721,799 reactions and 888 catalyst types from USPTO. Task: Predict which catalyst facilitates the given reaction. (1) Reactant: [N+:1]([C:4]1[CH:8]=[CH:7][N:6]([CH2:9][CH2:10][CH2:11][CH3:12])[N:5]=1)([O-])=O.CO.[H][H]. Product: [CH2:9]([N:6]1[CH:7]=[CH:8][C:4]([NH2:1])=[N:5]1)[CH2:10][CH2:11][CH3:12]. The catalyst class is: 78. (2) Product: [Cl:2][C:3]1[N:8]=[C:7]([CH:9]2[CH2:11][CH2:10]2)[C:6]([I:12])=[C:5]([CH2:13][NH:14][C:15]([C@@H:17]2[CH2:21][C@@H:20]([F:22])[C@H:19]([CH3:23])[N:18]2[S:38]([C:35]2[CH:36]=[CH:37][C:32]([F:31])=[CH:33][CH:34]=2)(=[O:40])=[O:39])=[O:16])[CH:4]=1. The catalyst class is: 4. Reactant: Cl.[Cl:2][C:3]1[N:8]=[C:7]([CH:9]2[CH2:11][CH2:10]2)[C:6]([I:12])=[C:5]([CH2:13][NH:14][C:15]([C@@H:17]2[CH2:21][C@@H:20]([F:22])[C@H:19]([CH3:23])[NH:18]2)=[O:16])[CH:4]=1.C(N(CC)CC)C.[F:31][C:32]1[CH:37]=[CH:36][C:35]([S:38](Cl)(=[O:40])=[O:39])=[CH:34][CH:33]=1. (3) Reactant: [F:1][C:2]1[CH:7]=[CH:6][C:5]([N+:8]([O-])=O)=[CH:4][C:3]=1[C:11]1[CH:16]=[CH:15][CH:14]=[CH:13][N:12]=1.[Sn](Cl)Cl.N. Product: [F:1][C:2]1[CH:7]=[CH:6][C:5]([NH2:8])=[CH:4][C:3]=1[C:11]1[CH:16]=[CH:15][CH:14]=[CH:13][N:12]=1. The catalyst class is: 8. (4) Reactant: C1COCC1.C(=S)(OC1C=CC=CC=1)[O:7][C@H:8]1[CH2:15][C@@:14]2([CH2:18][CH:19]=[C:20]([CH3:22])[CH3:21])[C:16](=[O:17])[C@H:10]([C:11](=[O:25])[CH:12]=[C:13]2[O:23][CH3:24])[C@:9]1([CH3:40])[CH2:26][CH2:27][CH2:28][C:29]([CH3:39])([O:31][Si:32]([CH2:37][CH3:38])([CH2:35][CH3:36])[CH2:33][CH3:34])[CH3:30].[Li]N1C(C)(C)CCCC1(C)C.CCCCCC. Product: [OH:7][C@@H:8]1[C@@:9]([CH3:40])([CH2:26][CH2:27][CH2:28][C:29]([CH3:30])([O:31][Si:32]([CH2:35][CH3:36])([CH2:37][CH3:38])[CH2:33][CH3:34])[CH3:39])[C@@H:10]2[C:16](=[O:17])[C@@:14]([CH2:18][CH:19]=[C:20]([CH3:21])[CH3:22])([C:13]([O:23][CH3:24])=[CH:12][C:11]2=[O:25])[CH2:15]1. The catalyst class is: 25. (5) Reactant: [OH:1][C:2]1[CH:3]=[C:4]([O:16][C:17]2[CH:22]=[CH:21][C:20]([S:23]([CH3:26])(=[O:25])=[O:24])=[CH:19][CH:18]=2)[CH:5]=[C:6]2[C:10]=1[NH:9][C:8]([C:11]([O:13][CH2:14][CH3:15])=[O:12])=[CH:7]2.[CH3:27][O:28][CH2:29][CH:30](O)[CH3:31].C(P(CCCC)CCCC)CCC.N(C(N1CCCCC1)=O)=NC(N1CCCCC1)=O. Product: [CH3:27][O:28][CH2:29][CH:30]([CH3:31])[O:1][C:2]1[CH:3]=[C:4]([O:16][C:17]2[CH:22]=[CH:21][C:20]([S:23]([CH3:26])(=[O:25])=[O:24])=[CH:19][CH:18]=2)[CH:5]=[C:6]2[C:10]=1[NH:9][C:8]([C:11]([O:13][CH2:14][CH3:15])=[O:12])=[CH:7]2. The catalyst class is: 7. (6) Reactant: [Br:1][C:2]1[C:3]2[CH2:10][CH2:9][CH:8]([NH2:11])[C:4]=2[CH:5]=[N:6][CH:7]=1.CCN(CC)CC.[C:19](Cl)(=[O:22])[CH2:20][CH3:21].O. Product: [Br:1][C:2]1[C:3]2[CH2:10][CH2:9][CH:8]([NH:11][C:19](=[O:22])[CH2:20][CH3:21])[C:4]=2[CH:5]=[N:6][CH:7]=1. The catalyst class is: 49.